From a dataset of Peptide-MHC class I binding affinity with 185,985 pairs from IEDB/IMGT. Regression. Given a peptide amino acid sequence and an MHC pseudo amino acid sequence, predict their binding affinity value. This is MHC class I binding data. (1) The peptide sequence is LDFVRFMGV. The MHC is HLA-A02:01 with pseudo-sequence HLA-A02:01. The binding affinity (normalized) is 0.377. (2) The peptide sequence is QETGRQTAL. The MHC is Mamu-A11 with pseudo-sequence Mamu-A11. The binding affinity (normalized) is 0.182.